Dataset: Reaction yield outcomes from USPTO patents with 853,638 reactions. Task: Predict the reaction yield, written as a fraction of the theoretical maximum amount of product (1.0 means a 100% yield; for example, 0.34 means a 34% yield). (1) The reactants are C(=O)([O-])[O-].[K+].[K+].[OH:7][C:8]1[CH:15]=[CH:14][C:11]([CH:12]=[O:13])=[CH:10][CH:9]=1.[CH2:16](Br)[C:17]1[CH:22]=[CH:21][CH:20]=[CH:19][CH:18]=1. The catalyst is CN(C=O)C. The product is [CH2:16]([O:7][C:8]1[CH:15]=[CH:14][C:11]([CH:12]=[O:13])=[CH:10][CH:9]=1)[C:17]1[CH:22]=[CH:21][CH:20]=[CH:19][CH:18]=1. The yield is 0.660. (2) The reactants are [CH3:1][O:2][C:3](=[O:21])[C:4]1[CH:9]=[C:8]([CH3:10])[C:7]([Cl:11])=[N:6][C:5]=1[NH:12][C:13]1[CH:18]=[CH:17][C:16]([I:19])=[CH:15][C:14]=1[F:20].[F:22][C:23]([F:30])([F:29])[S:24]([O:27]C)(=[O:26])=[O:25]. The catalyst is C1(C)C=CC=CC=1. The product is [F:22][C:23]([F:30])([F:29])[S:24]([O-:27])(=[O:26])=[O:25].[Cl:11][C:7]1[C:8]([CH3:10])=[CH:9][C:4]([C:3]([O:2][CH3:1])=[O:21])=[C:5]([NH:12][C:13]2[CH:18]=[CH:17][C:16]([I:19])=[CH:15][C:14]=2[F:20])[N+:6]=1[CH3:23]. The yield is 0.480. (3) The reactants are [OH:1][C:2]1[CH:19]=[CH:18][C:17]2[C@@H:16]3[C@H:7]([C@H:8]4[C@@:12]([CH2:14][C@@H:15]3[CH2:20][CH2:21][CH2:22][CH2:23][CH2:24][CH2:25][CH2:26][CH2:27][CH:28]([CH2:34][CH2:35][CH2:36][CH2:37][CH2:38][C:39]([F:45])([F:44])[C:40]([F:43])([F:42])[F:41])[C:29]([O:31]CC)=[O:30])([CH3:13])[C@@H:11]([OH:46])[CH2:10][CH2:9]4)[CH2:6][CH2:5][C:4]=2[CH:3]=1.[OH-].[Na+].[Cl-].[NH4+]. The catalyst is C(O)C.O1CCCC1. The product is [OH:1][C:2]1[CH:19]=[CH:18][C:17]2[C@@H:16]3[C@H:7]([C@H:8]4[C@@:12]([CH2:14][C@@H:15]3[CH2:20][CH2:21][CH2:22][CH2:23][CH2:24][CH2:25][CH2:26][CH2:27][CH:28]([CH2:34][CH2:35][CH2:36][CH2:37][CH2:38][C:39]([F:44])([F:45])[C:40]([F:41])([F:42])[F:43])[C:29]([OH:31])=[O:30])([CH3:13])[C@@H:11]([OH:46])[CH2:10][CH2:9]4)[CH2:6][CH2:5][C:4]=2[CH:3]=1. The yield is 0.500. (4) The reactants are C([O:4][CH2:5][C:6]([N:8]([C:38]1[CH:43]=[CH:42][C:41]([Cl:44])=[CH:40][CH:39]=1)[C@H:9]1[C:18]2[C:13](=[CH:14][CH:15]=[CH:16][CH:17]=2)[N:12]([C:19]([C:21]2[CH:26]=[CH:25][C:24]([CH2:27][CH2:28][CH2:29][C:30]([CH3:36])([CH3:35])[C:31]([O:33]C)=[O:32])=[CH:23][CH:22]=2)=[O:20])[C@@H:11]([CH3:37])[CH2:10]1)=[O:7])(=O)C.[OH-].[Na+]. The catalyst is CO.O1CCCC1.O. The product is [Cl:44][C:41]1[CH:40]=[CH:39][C:38]([N:8]([C:6](=[O:7])[CH2:5][OH:4])[C@H:9]2[C:18]3[C:13](=[CH:14][CH:15]=[CH:16][CH:17]=3)[N:12]([C:19]([C:21]3[CH:26]=[CH:25][C:24]([CH2:27][CH2:28][CH2:29][C:30]([CH3:36])([CH3:35])[C:31]([OH:33])=[O:32])=[CH:23][CH:22]=3)=[O:20])[C@@H:11]([CH3:37])[CH2:10]2)=[CH:43][CH:42]=1. The yield is 0.700. (5) The reactants are Cl[C:2]1[N:7]=[C:6]([NH:8][C@@H:9]2[C@@H:14]3[CH2:15][C@@H:11]([CH:12]=[CH:13]3)[C@@H:10]2[C:16]([NH2:18])=[O:17])[C:5]([Cl:19])=[CH:4][N:3]=1.[NH2:20][C:21]1[C:34]([O:35][CH3:36])=[CH:33][C:24]2[CH2:25][CH2:26][N:27]([CH2:30][CH2:31][OH:32])[CH2:28][CH2:29][C:23]=2[CH:22]=1. No catalyst specified. The product is [Cl:19][C:5]1[C:6]([NH:8][C@@H:9]2[C@@H:14]3[CH2:15][C@@H:11]([CH:12]=[CH:13]3)[C@@H:10]2[C:16]([NH2:18])=[O:17])=[N:7][C:2]([NH:20][C:21]2[C:34]([O:35][CH3:36])=[CH:33][C:24]3[CH2:25][CH2:26][N:27]([CH2:30][CH2:31][OH:32])[CH2:28][CH2:29][C:23]=3[CH:22]=2)=[N:3][CH:4]=1. The yield is 0.420. (6) The reactants are [C:1](Cl)(=[O:3])[CH3:2].[Cl:5][C:6]1[CH:7]=[CH:8][C:9]2[N:15]([CH2:16][C:17]([CH3:21])([CH3:20])[CH2:18][OH:19])[C:14](=[O:22])[C@@H:13]([CH2:23][C:24]([NH:26][C:27]3[CH:28]=[C:29]([CH2:37][CH2:38][C:39]([OH:41])=[O:40])[CH:30]=[CH:31][C:32]=3[O:33][CH:34]([CH3:36])[CH3:35])=[O:25])[O:12][C@H:11]([C:42]3[CH:47]=[CH:46][CH:45]=[C:44]([O:48][CH3:49])[C:43]=3[O:50][CH3:51])[C:10]=2[CH:52]=1.N1C=CC=CC=1.C(OCC)(=O)C. The catalyst is O. The product is [C:1]([O:19][CH2:18][C:17]([CH3:20])([CH3:21])[CH2:16][N:15]1[C:9]2[CH:8]=[CH:7][C:6]([Cl:5])=[CH:52][C:10]=2[C@@H:11]([C:42]2[CH:47]=[CH:46][CH:45]=[C:44]([O:48][CH3:49])[C:43]=2[O:50][CH3:51])[O:12][C@H:13]([CH2:23][C:24]([NH:26][C:27]2[CH:28]=[C:29]([CH2:37][CH2:38][C:39]([OH:41])=[O:40])[CH:30]=[CH:31][C:32]=2[O:33][CH:34]([CH3:35])[CH3:36])=[O:25])[C:14]1=[O:22])(=[O:3])[CH3:2]. The yield is 0.730.